This data is from Catalyst prediction with 721,799 reactions and 888 catalyst types from USPTO. The task is: Predict which catalyst facilitates the given reaction. Reactant: C(OC([N:8]1[CH2:11][CH:10]([O:12][C:13]2[N:14]([CH:40]([CH3:42])[CH3:41])[C:15]3[CH:20]=[C:19]([NH:21][C:22]4[CH:27]=[CH:26][N:25]=[C:24]([C:28]5[CH:29]=[N:30][N:31](S(C6CC6)(=O)=O)[CH:32]=5)[N:23]=4)[N:18]=[CH:17][C:16]=3[N:39]=2)[CH2:9]1)=O)(C)(C)C.Cl. Product: [NH:8]1[CH2:11][CH:10]([O:12][C:13]2[N:14]([CH:40]([CH3:42])[CH3:41])[C:15]3[CH:20]=[C:19]([NH:21][C:22]4[CH:27]=[CH:26][N:25]=[C:24]([C:28]5[CH:29]=[N:30][NH:31][CH:32]=5)[N:23]=4)[N:18]=[CH:17][C:16]=3[N:39]=2)[CH2:9]1. The catalyst class is: 5.